This data is from Forward reaction prediction with 1.9M reactions from USPTO patents (1976-2016). The task is: Predict the product of the given reaction. (1) Given the reactants Cl[C:2]1[CH:7]=[CH:6][C:5]([O:8][CH2:9][CH:10]2[CH2:15][CH2:14][N:13]([CH2:16][C:17]([F:20])([CH3:19])[CH3:18])[CH2:12][CH2:11]2)=[CH:4][N:3]=1.[F:21][C:22]1[CH:27]=[C:26]([C:28]([O:30][CH3:31])=[O:29])[CH:25]=[CH:24][C:23]=1B(O)O.C([O-])([O-])=O.[Na+].[Na+], predict the reaction product. The product is: [F:21][C:22]1[CH:27]=[C:26]([CH:25]=[CH:24][C:23]=1[C:2]1[CH:7]=[CH:6][C:5]([O:8][CH2:9][CH:10]2[CH2:15][CH2:14][N:13]([CH2:16][C:17]([F:20])([CH3:19])[CH3:18])[CH2:12][CH2:11]2)=[CH:4][N:3]=1)[C:28]([O:30][CH3:31])=[O:29]. (2) Given the reactants C[C:2]1[C:3](=[O:17])[CH2:4][CH2:5][N:6]2[C:11]=1[CH2:10][CH2:9][C:8]1[CH:12]=[C:13](C)[CH:14]=[CH:15][C:7]2=1.COC=CC(O[Si](C)(C)C)=C, predict the reaction product. The product is: [CH:5]1[N:6]2[CH:11]([CH2:2][C:3](=[O:17])[CH:4]=1)[CH2:10][CH2:9][C:8]1[CH:12]=[CH:13][CH:14]=[CH:15][C:7]2=1. (3) Given the reactants [C:1]([C:3]1[CH:8]=[CH:7][C:6]([C:9]2[N:10]=[C:11]([C:25](O)=[O:26])[C:12]3[N:13]([CH:22]=[CH:23][N:24]=3)[C:14]=2[C:15]2[CH:20]=[CH:19][C:18]([CH3:21])=[CH:17][CH:16]=2)=[CH:5][CH:4]=1)#[N:2].[NH2:28][CH2:29][CH:30]1[CH2:33][N:32]([C:34]([O:36][C:37]([CH3:40])([CH3:39])[CH3:38])=[O:35])[CH2:31]1.C(N(CC)C(C)C)(C)C.F[P-](F)(F)(F)(F)F.C[N+](C)=C(N(C)C)ON1C2N=CC=CC=2N=N1, predict the reaction product. The product is: [C:1]([C:3]1[CH:4]=[CH:5][C:6]([C:9]2[N:10]=[C:11]([C:25]([NH:28][CH2:29][CH:30]3[CH2:33][N:32]([C:34]([O:36][C:37]([CH3:40])([CH3:39])[CH3:38])=[O:35])[CH2:31]3)=[O:26])[C:12]3[N:13]([CH:22]=[CH:23][N:24]=3)[C:14]=2[C:15]2[CH:16]=[CH:17][C:18]([CH3:21])=[CH:19][CH:20]=2)=[CH:7][CH:8]=1)#[N:2]. (4) The product is: [O:18]1[CH:27]=[N:20][N:19]=[C:17]1[C:14]1[S:13][C:12]([N:9]2[CH2:8][CH2:7][CH:6]([O:5][C:4]3[CH:21]=[CH:22][CH:23]=[CH:24][C:3]=3[C:2]([F:25])([F:1])[F:26])[CH2:11][CH2:10]2)=[N:16][CH:15]=1. Given the reactants [F:1][C:2]([F:26])([F:25])[C:3]1[CH:24]=[CH:23][CH:22]=[CH:21][C:4]=1[O:5][CH:6]1[CH2:11][CH2:10][N:9]([C:12]2[S:13][C:14]([C:17]([NH:19][NH2:20])=[O:18])=[CH:15][N:16]=2)[CH2:8][CH2:7]1.[C:27]1(C)C=CC(S(O)(=O)=O)=CC=1, predict the reaction product. (5) The product is: [CH3:16][S:15][C:4]1[N:3]=[C:2]([NH2:17])[CH:7]=[C:6]([CH2:8][C:9]2[CH:14]=[CH:13][CH:12]=[CH:11][CH:10]=2)[N:5]=1. Given the reactants Cl[C:2]1[CH:7]=[C:6]([CH2:8][C:9]2[CH:14]=[CH:13][CH:12]=[CH:11][CH:10]=2)[N:5]=[C:4]([S:15][CH3:16])[N:3]=1.[NH3:17], predict the reaction product. (6) Given the reactants [CH3:1][O:2][C:3]1[CH:4]=[C:5]2[C:10](=[CH:11][CH:12]=1)[CH:9]=[C:8]([OH:13])[CH:7]=[CH:6]2.C1C(=O)N([Br:21])C(=O)C1.O, predict the reaction product. The product is: [Br:21][C:9]1[C:10]2[C:5](=[CH:4][C:3]([O:2][CH3:1])=[CH:12][CH:11]=2)[CH:6]=[CH:7][C:8]=1[OH:13]. (7) Given the reactants [C:1]1([N:7]2[CH2:11][CH2:10][C@H:9]([NH:12]C(=O)OC(C)(C)C)[CH2:8]2)[CH:6]=[CH:5][CH:4]=[CH:3][CH:2]=1.[C:20]([OH:26])([C:22]([F:25])([F:24])[F:23])=[O:21], predict the reaction product. The product is: [F:23][C:22]([F:25])([F:24])[C:20]([OH:26])=[O:21].[C:1]1([N:7]2[CH2:11][CH2:10][C@H:9]([NH2:12])[CH2:8]2)[CH:6]=[CH:5][CH:4]=[CH:3][CH:2]=1.